This data is from Catalyst prediction with 721,799 reactions and 888 catalyst types from USPTO. The task is: Predict which catalyst facilitates the given reaction. (1) Reactant: [H-].[Na+].[C:3](Cl)(=[O:10])[C:4]1[CH:9]=[CH:8][CH:7]=[CH:6][CH:5]=1.[N:12]1([C:18]2[N:19]=[C:20]3[NH:28][C@H:27]([C:29]([F:32])([F:31])[F:30])[CH2:26][CH2:25][N:21]3[C:22](=[O:24])[CH:23]=2)[CH2:17][CH2:16][O:15][CH2:14][CH2:13]1.C(=O)(O)[O-].[Na+]. Product: [C:3]([N:28]1[C:20]2=[N:19][C:18]([N:12]3[CH2:17][CH2:16][O:15][CH2:14][CH2:13]3)=[CH:23][C:22](=[O:24])[N:21]2[CH2:25][CH2:26][C@H:27]1[C:29]([F:30])([F:31])[F:32])(=[O:10])[C:4]1[CH:9]=[CH:8][CH:7]=[CH:6][CH:5]=1. The catalyst class is: 54. (2) Reactant: [CH3:1][CH:2]([N:4]1[C:12](/[CH:13]=[CH:14]/[C@H:15]([OH:24])[CH2:16][C@H:17]([OH:23])[CH2:18][C:19]([O:21]C)=[O:20])=[C:11]([C:25]2[CH:30]=[CH:29][C:28]([F:31])=[CH:27][CH:26]=2)[C:10]2[C:5]1=[CH:6][CH:7]=[CH:8][CH:9]=2)[CH3:3].[OH-].[Na+:33]. Product: [CH3:3][CH:2]([N:4]1[C:12](/[CH:13]=[CH:14]/[CH:15]([OH:24])[CH2:16][CH:17]([OH:23])[CH2:18][C:19]([O-:21])=[O:20])=[C:11]([C:25]2[CH:26]=[CH:27][C:28]([F:31])=[CH:29][CH:30]=2)[C:10]2[CH:9]=[CH:8][CH:7]=[CH:6][C:5]1=2)[CH3:1].[Na+:33]. The catalyst class is: 10. (3) Reactant: [CH:1]12[CH2:10][CH:5]3[CH2:6][CH:7]([CH2:9][CH:3]([CH2:4]3)[CH:2]1[N:11]1[C:14](=[O:15])[CH2:13][NH:12]1)[CH2:8]2.C(N(C(C)C)CC)(C)C.[C:25]1([CH3:35])[CH:30]=[CH:29][C:28]([S:31](Cl)(=[O:33])=[O:32])=[CH:27][CH:26]=1.O. Product: [CH3:35][C:25]1[CH:30]=[CH:29][C:28]([S:31]([N:12]2[CH2:13][C:14](=[O:15])[N:11]2[CH:2]2[CH:3]3[CH2:4][CH:5]4[CH2:6][CH:7]([CH2:8][CH:1]2[CH2:10]4)[CH2:9]3)(=[O:33])=[O:32])=[CH:27][CH:26]=1. The catalyst class is: 4. (4) Reactant: [CH3:1][O:2][C:3]1[CH:4]=[CH:5][C:6]2[CH2:15][CH:14]([CH3:16])[N:13]3[C:8](=[CH:9][C:10](=[O:22])[C:11]([C:17]([O:19]CC)=[O:18])=[CH:12]3)[C:7]=2[CH:23]=1.[OH-].[Na+].Cl. Product: [CH3:1][O:2][C:3]1[CH:4]=[CH:5][C:6]2[CH2:15][CH:14]([CH3:16])[N:13]3[C:8](=[CH:9][C:10](=[O:22])[C:11]([C:17]([OH:19])=[O:18])=[CH:12]3)[C:7]=2[CH:23]=1. The catalyst class is: 1. (5) Reactant: FC(F)(F)C(O)=O.[F:8][C:9]1[CH:56]=[N:55][C:12]2[N:13]([C:33]3[CH:34]=[C:35]([C:39]4[CH:44]=[CH:43][C:42]([OH:45])=[CH:41][C:40]=4[CH2:46][N:47]4[CH2:53][CH2:52][C:51](=[O:54])[NH:50][CH2:49][CH2:48]4)[CH:36]=[CH:37][CH:38]=3)[C:14](=[O:32])[N:15]([C@@H:18]3[CH2:23][CH2:22][C@H:21]([NH:24]C(=O)OC(C)(C)C)[CH2:20][CH2:19]3)[C:16](=[O:17])[C:11]=2[CH:10]=1. Product: [NH2:24][C@@H:21]1[CH2:22][CH2:23][C@H:18]([N:15]2[C:16](=[O:17])[C:11]3[CH:10]=[C:9]([F:8])[CH:56]=[N:55][C:12]=3[N:13]([C:33]3[CH:34]=[C:35]([C:39]4[CH:44]=[CH:43][C:42]([OH:45])=[CH:41][C:40]=4[CH2:46][N:47]4[CH2:53][CH2:52][C:51](=[O:54])[NH:50][CH2:49][CH2:48]4)[CH:36]=[CH:37][CH:38]=3)[C:14]2=[O:32])[CH2:19][CH2:20]1. The catalyst class is: 4. (6) Reactant: [I:1]I.I([O-])(=O)(=O)=O.[Na+].[CH2:9]([C:11]1[CH:18]=[CH:17][C:14]([CH:15]=[O:16])=[CH:13][CH:12]=1)[CH3:10]. Product: [CH2:9]([C:11]1[CH:18]=[CH:17][C:14]([CH:15]=[O:16])=[CH:13][C:12]=1[I:1])[CH3:10]. The catalyst class is: 82. (7) Reactant: Cl.C1(C)C=CC(NN)=CC=1.BrCC(OC)=O.[CH3:17][C:18]1[CH:23]=[CH:22][C:21]([N:24]([CH2:26][C:27]([O:29][CH3:30])=[O:28])N)=[CH:20][CH:19]=1.C(OC(OCC)CCCNC)C.CC1C=C2[C:50](=[CH:51][CH:52]=1)[N:49]([CH2:53][C:54](OC)=O)[CH:48]=C2CCNC.C=O.C(O)(C(F)(F)F)=O. Product: [CH3:48][N:49]1[CH2:53][CH2:54][C:52]2[C:22]3[C:21](=[CH:20][CH:19]=[C:18]([CH3:17])[CH:23]=3)[N:24]([CH2:26][C:27]([O:29][CH3:30])=[O:28])[C:51]=2[CH2:50]1. The catalyst class is: 556.